Predict the product of the given reaction. From a dataset of Forward reaction prediction with 1.9M reactions from USPTO patents (1976-2016). (1) Given the reactants [Cl:1][C:2]1[CH:3]=[C:4]([NH:16][C:17]2[C:26]3[C:21](=[CH:22][CH:23]=[CH:24][C:25]=3[O:27][CH2:28][CH2:29][NH:30][CH:31]3[CH2:36][CH2:35][N:34]([CH3:37])[CH2:33][CH2:32]3)[N:20]=[CH:19][N:18]=2)[CH:5]=[CH:6][C:7]=1[O:8][CH2:9][C:10]1[CH:15]=[CH:14][CH:13]=[CH:12][N:11]=1.[C:38](Cl)(=[O:40])[CH3:39], predict the reaction product. The product is: [Cl:1][C:2]1[CH:3]=[C:4]([NH:16][C:17]2[C:26]3[C:21](=[CH:22][CH:23]=[CH:24][C:25]=3[O:27][CH2:28][CH2:29][N:30]([CH:31]3[CH2:36][CH2:35][N:34]([CH3:37])[CH2:33][CH2:32]3)[C:38](=[O:40])[CH3:39])[N:20]=[CH:19][N:18]=2)[CH:5]=[CH:6][C:7]=1[O:8][CH2:9][C:10]1[CH:15]=[CH:14][CH:13]=[CH:12][N:11]=1. (2) Given the reactants C(C1C=CC(C[S:8][C:9]2[CH:10]=[C:11]([O:19][CH2:20][O:21][CH3:22])[C:12](=[O:18])[N:13]([CH2:15][O:16][CH3:17])[CH:14]=2)=CC=1)C.Cl[CH2:26][C:27]1[CH:28]=[N:29][C:30]([O:33][CH3:34])=[CH:31][CH:32]=1, predict the reaction product. The product is: [CH3:22][O:21][CH2:20][O:19][C:11]1[C:12](=[O:18])[N:13]([CH2:15][O:16][CH3:17])[CH:14]=[C:9]([S:8][CH2:26][C:27]2[CH:28]=[N:29][C:30]([O:33][CH3:34])=[CH:31][CH:32]=2)[CH:10]=1. (3) Given the reactants [Cl:1][C:2]1[CH:7]=[C:6]([S:8]([N:11]([CH2:18][CH3:19])[C:12]2[CH:17]=[CH:16][CH:15]=[CH:14][CH:13]=2)(=[O:10])=[O:9])[CH:5]=[CH:4][C:3]=1[NH:20]C(=O)C.Cl, predict the reaction product. The product is: [NH2:20][C:3]1[CH:4]=[CH:5][C:6]([S:8]([N:11]([CH2:18][CH3:19])[C:12]2[CH:17]=[CH:16][CH:15]=[CH:14][CH:13]=2)(=[O:10])=[O:9])=[CH:7][C:2]=1[Cl:1].